This data is from Catalyst prediction with 721,799 reactions and 888 catalyst types from USPTO. The task is: Predict which catalyst facilitates the given reaction. (1) The catalyst class is: 64. Product: [Cl:1][C:2]1[CH:10]=[C:9]([S:11]([CH3:14])(=[O:13])=[O:12])[CH:8]=[CH:7][C:3]=1[C:4]([NH:27][C:23]1[C:22]([C:19]2[CH:20]=[CH:21][C:16]([Cl:15])=[CH:17][CH:18]=2)=[N:26][O:25][N:24]=1)=[O:6]. Reactant: [Cl:1][C:2]1[CH:10]=[C:9]([S:11]([CH3:14])(=[O:13])=[O:12])[CH:8]=[CH:7][C:3]=1[C:4]([OH:6])=O.[Cl:15][C:16]1[CH:21]=[CH:20][C:19]([C:22]2[C:23]([NH2:27])=[N:24][O:25][N:26]=2)=[CH:18][CH:17]=1.C(N(CC)CC)C.C(P1(=O)OP(=O)(CCC)OP(=O)(CCC)O1)CC. (2) Reactant: [Cl:1][CH2:2][C:3]1[NH:4][C:5]2[CH:11]=[CH:10][CH:9]=[CH:8][C:6]=2[N:7]=1.[CH3:12][S:13](Cl)(=[O:15])=[O:14].C(N(CC)CC)C. Product: [Cl:1][CH2:2][C:3]1[N:4]([S:13]([CH3:12])(=[O:15])=[O:14])[C:5]2[CH:11]=[CH:10][CH:9]=[CH:8][C:6]=2[N:7]=1. The catalyst class is: 2. (3) Reactant: [O:1]([C:8]1[CH:13]=[CH:12][C:11](O)=[CH:10][CH:9]=1)[C:2]1[CH:7]=[CH:6][CH:5]=[CH:4][CH:3]=1.[Cl:15][C:16]1C=C([C@@H](O)CC)C=CC=1.[C:39]1(P([C:39]2[CH:44]=[CH:43][CH:42]=[CH:41][CH:40]=2)[C:39]2[CH:44]=[CH:43][CH:42]=[CH:41][CH:40]=2)[CH:44]=[CH:43][CH:42]=[CH:41][CH:40]=1.N(C([O:54][CH2:55][CH3:56])=O)=NC(OCC)=O. Product: [Cl:15][CH2:16][CH2:56][C@H:55]([O:54][C:2]1([O:1][C:8]2[CH:13]=[CH:12][CH:11]=[CH:10][CH:9]=2)[CH:7]=[CH:6][CH:5]=[CH:4][CH2:3]1)[C:39]1[CH:40]=[CH:41][CH:42]=[CH:43][CH:44]=1. The catalyst class is: 1. (4) Product: [F:14][C:13]([F:16])([F:15])[O:12][C:10]1[CH:9]=[CH:8][C:7]2[O:17][CH2:2][C:3](=[O:4])[NH:5][C:6]=2[CH:11]=1. The catalyst class is: 42. Reactant: Br[CH2:2][C:3]([NH:5][C:6]1[CH:11]=[C:10]([O:12][C:13]([F:16])([F:15])[F:14])[CH:9]=[CH:8][C:7]=1[OH:17])=[O:4].C(=O)([O-])[O-].[K+].[K+].CC#N.O.FC(F)(F)C(O)=O.